From a dataset of Full USPTO retrosynthesis dataset with 1.9M reactions from patents (1976-2016). Predict the reactants needed to synthesize the given product. (1) Given the product [CH3:1][C:2]1[C:19]([C:20]2[CH:21]=[CH:22][CH:23]=[CH:24][CH:25]=2)=[CH:18][CH:17]=[CH:16][C:3]=1[C:4]([NH:6][CH2:7][CH2:8][CH2:9][CH2:10][CH2:11][C:12]([OH:14])=[O:13])=[O:5], predict the reactants needed to synthesize it. The reactants are: [CH3:1][C:2]1[C:19]([C:20]2[CH:25]=[CH:24][CH:23]=[CH:22][CH:21]=2)=[CH:18][CH:17]=[CH:16][C:3]=1[C:4]([NH:6][CH2:7][CH2:8][CH2:9][CH2:10][CH2:11][C:12]([O:14]C)=[O:13])=[O:5].O.[OH-].[Li+]. (2) Given the product [Cl:1][C:2]1[CH:18]=[CH:17][C:5]([O:6][C:7]2[CH:14]=[CH:13][C:12]([CH2:15][O:16][C:21]3[CH:32]=[C:25]4[N:26]([CH3:31])[C@@H:27]([CH3:30])[CH2:28][CH2:29][N:24]4[C:23](=[O:33])[N:22]=3)=[CH:11][C:8]=2[C:9]#[N:10])=[CH:4][C:3]=1[F:19], predict the reactants needed to synthesize it. The reactants are: [Cl:1][C:2]1[CH:18]=[CH:17][C:5]([O:6][C:7]2[CH:14]=[CH:13][C:12]([CH2:15][OH:16])=[CH:11][C:8]=2[C:9]#[N:10])=[CH:4][C:3]=1[F:19].Cl[C:21]1[CH:32]=[C:25]2[N:26]([CH3:31])[C@@H:27]([CH3:30])[CH2:28][CH2:29][N:24]2[C:23](=[O:33])[N:22]=1. (3) Given the product [N:19]1([C:2]2[N:7]=[CH:6][C:5]([C:8]3[NH:9][C:10]4[C:15]([CH:16]=3)=[CH:14][C:13]([O:17][CH3:18])=[CH:12][CH:11]=4)=[CH:4][CH:3]=2)[CH:23]=[CH:22][N:21]=[CH:20]1, predict the reactants needed to synthesize it. The reactants are: F[C:2]1[N:7]=[CH:6][C:5]([C:8]2[NH:9][C:10]3[C:15]([CH:16]=2)=[CH:14][C:13]([O:17][CH3:18])=[CH:12][CH:11]=3)=[CH:4][CH:3]=1.[NH:19]1[CH:23]=[CH:22][N:21]=[CH:20]1.C([O-])([O-])=O.[Cs+].[Cs+]. (4) Given the product [F:58][C:43]([F:42])([F:57])[C:44]1[CH:45]=[CH:46][C:47]([N:50]2[CH2:55][CH2:54][CH:53]([O:1][C:2]3[CH:3]=[C:4]4[C:9](=[CH:10][CH:11]=3)[N:8]=[CH:7][C:6]([C:12]([NH:14][CH:15]3[CH2:16][CH2:17][N:18]([C:21]([O:23][C:24]([CH3:27])([CH3:26])[CH3:25])=[O:22])[CH2:19][CH2:20]3)=[O:13])=[CH:5]4)[CH2:52][CH2:51]2)=[CH:48][CH:49]=1, predict the reactants needed to synthesize it. The reactants are: [OH:1][C:2]1[CH:3]=[C:4]2[C:9](=[CH:10][CH:11]=1)[N:8]=[CH:7][C:6]([C:12]([NH:14][CH:15]1[CH2:20][CH2:19][N:18]([C:21]([O:23][C:24]([CH3:27])([CH3:26])[CH3:25])=[O:22])[CH2:17][CH2:16]1)=[O:13])=[CH:5]2.N(C(OC(C)C)=O)=NC(OC(C)C)=O.[F:42][C:43]([F:58])([F:57])[C:44]1[CH:49]=[CH:48][C:47]([N:50]2[CH2:55][CH2:54][CH:53](O)[CH2:52][CH2:51]2)=[CH:46][CH:45]=1.C1(P(C2C=CC=CC=2)C2C=CC=CC=2)C=CC=CC=1.